Dataset: Full USPTO retrosynthesis dataset with 1.9M reactions from patents (1976-2016). Task: Predict the reactants needed to synthesize the given product. (1) Given the product [CH2:6]([N:7]1[C:11](=[O:12])[N:10]([C:13]2[S:17][C:16]([C:18]([OH:20])=[O:19])=[C:15]([CH3:23])[CH:14]=2)[CH:9]=[N:8]1)[C:5]1[CH:24]=[CH:25][CH:2]=[CH:3][CH:4]=1, predict the reactants needed to synthesize it. The reactants are: F[C:2]1[CH:25]=[CH:24][C:5]([CH2:6][N:7]2[C:11](=[O:12])[N:10]([C:13]3[S:17][C:16]([C:18]([O:20]CC)=[O:19])=[C:15]([CH3:23])[CH:14]=3)[CH:9]=[N:8]2)=[CH:4][CH:3]=1.C(N1C(=O)N(C2SC(C(OCC)=O)=C(C)C=2)C=N1)C1C=CC=CC=1. (2) The reactants are: Cl[C:2]1[C:11]2[C:6](=[CH:7][CH:8]=[CH:9][N:10]=2)[N:5]=[CH:4][C:3]=1[N+:12]([O-:14])=[O:13].C(N(CC)CC)C.[NH2:22][CH2:23][C:24]1([OH:30])[CH2:29][CH2:28][O:27][CH2:26][CH2:25]1. Given the product [N+:12]([C:3]1[CH:4]=[N:5][C:6]2[C:11]([C:2]=1[NH:22][CH2:23][C:24]1([OH:30])[CH2:29][CH2:28][O:27][CH2:26][CH2:25]1)=[N:10][CH:9]=[CH:8][CH:7]=2)([O-:14])=[O:13], predict the reactants needed to synthesize it. (3) Given the product [OH:26][C:5]1[C:6](=[O:23])[O:7][C:8]2[C:13]([CH:14]=1)=[CH:12][C:11]([OH:15])=[C:10]([OH:19])[CH:9]=2, predict the reactants needed to synthesize it. The reactants are: C(N[C:5]1[C:6](=[O:23])[O:7][C:8]2[C:13]([CH:14]=1)=[CH:12][C:11]([O:15]C(=O)C)=[C:10]([O:19]C(=O)C)[CH:9]=2)(=O)C.CC(O)=[O:26]. (4) The reactants are: [C:1]([C:3]1[CH2:4][CH2:5][N:6]([C:9]([O:11][C:12]([CH3:15])([CH3:14])[CH3:13])=[O:10])[CH2:7][CH:8]=1)#[N:2].[N-:16]=[N+:17]=[N-:18].[Na+].[Cl-].[NH4+].[OH-].[Na+].Cl.C(O[CH2:29][CH3:30])(=O)C. Given the product [C:30]1([N:18]2[N:17]=[N:16][C:1]([C:3]3[CH2:8][CH2:7][N:6]([C:9]([O:11][C:12]([CH3:15])([CH3:14])[CH3:13])=[O:10])[CH2:5][CH:4]=3)=[N:2]2)[CH:29]=[CH:7][CH:8]=[CH:3][CH:1]=1, predict the reactants needed to synthesize it. (5) Given the product [N+:1]([C:4]1[CH:5]=[C:6]([C:12]2[O:13][C:14]3[CH:20]=[CH:19][C:18]([C:25]4[CH:24]=[C:23]([F:22])[CH:28]=[C:27]([F:29])[CH:26]=4)=[CH:17][C:15]=3[N:16]=2)[CH:7]=[CH:8][C:9]=1[O:10][CH3:11])([O-:3])=[O:2], predict the reactants needed to synthesize it. The reactants are: [N+:1]([C:4]1[CH:5]=[C:6]([C:12]2[O:13][C:14]3[CH:20]=[CH:19][C:18](Br)=[CH:17][C:15]=3[N:16]=2)[CH:7]=[CH:8][C:9]=1[O:10][CH3:11])([O-:3])=[O:2].[F:22][C:23]1[CH:24]=[C:25](B(O)O)[CH:26]=[C:27]([F:29])[CH:28]=1. (6) Given the product [CH3:21][C:4]1([CH3:3])[CH2:9][CH2:8][CH2:7][CH:6]([CH:10]([O:12][C:13]([CH3:20])([CH3:19])[CH:14]=[CH:15][C:16](=[O:18])[CH3:2])[CH3:11])[CH2:5]1, predict the reactants needed to synthesize it. The reactants are: [Li][CH3:2].[CH3:3][C:4]1([CH3:21])[CH2:9][CH2:8][CH2:7][CH:6]([CH:10]([O:12][C:13]([CH3:20])([CH3:19])[CH:14]=[CH:15][C:16]([OH:18])=O)[CH3:11])[CH2:5]1. (7) Given the product [CH2:28]([C:33]1[CH:34]=[CH:35][C:36]([C:22]2[CH:23]=[CH:24][C:19]([O:18][CH:14]([C:11]3[CH:10]=[CH:9][C:8]([C:7]([NH:6][CH2:5][CH2:4][C:3]([OH:2])=[O:27])=[O:26])=[CH:13][CH:12]=3)[CH2:15][CH2:16][CH3:17])=[CH:20][CH:21]=2)=[CH:37][CH:38]=1)[CH2:29][CH2:30][CH2:31][CH3:32], predict the reactants needed to synthesize it. The reactants are: C[O:2][C:3](=[O:27])[CH2:4][CH2:5][NH:6][C:7](=[O:26])[C:8]1[CH:13]=[CH:12][C:11]([CH:14]([O:18][C:19]2[CH:24]=[CH:23][C:22](Br)=[CH:21][CH:20]=2)[CH2:15][CH2:16][CH3:17])=[CH:10][CH:9]=1.[CH2:28]([C:33]1[CH:38]=[CH:37][C:36](B(O)O)=[CH:35][CH:34]=1)[CH2:29][CH2:30][CH2:31][CH3:32].